From a dataset of Reaction yield outcomes from USPTO patents with 853,638 reactions. Predict the reaction yield, written as a fraction of the theoretical maximum amount of product (1.0 means a 100% yield; for example, 0.34 means a 34% yield). (1) The reactants are [Cl:1][C:2]1[N:7]=[C:6]([C:8]2[C:9]([C:18]3[CH:19]=[C:20]([NH:24]C(=O)C(F)(F)F)[CH:21]=[CH:22][CH:23]=3)=[N:10][N:11]3[CH:16]=[CH:15][CH:14]=[C:13]([F:17])[C:12]=23)[CH:5]=[CH:4][N:3]=1.[Li+].[OH-].C([O-])(O)=O.[Na+]. The catalyst is C1COCC1.O. The product is [Cl:1][C:2]1[N:7]=[C:6]([C:8]2[C:9]([C:18]3[CH:19]=[C:20]([CH:21]=[CH:22][CH:23]=3)[NH2:24])=[N:10][N:11]3[CH:16]=[CH:15][CH:14]=[C:13]([F:17])[C:12]=23)[CH:5]=[CH:4][N:3]=1. The yield is 0.950. (2) The reactants are C(N1C=CN=C1)(N1C=CN=C1)=O.[CH2:13]([O:20][C:21]1[CH:29]=[C:28]([O:30][CH2:31][C:32]2[CH:37]=[CH:36][CH:35]=[CH:34][CH:33]=2)[C:27]([C:38]([CH3:40])=[CH2:39])=[CH:26][C:22]=1[C:23](O)=[O:24])[C:14]1[CH:19]=[CH:18][CH:17]=[CH:16][CH:15]=1.[CH3:41][N:42]1[CH2:47][CH2:46][N:45]([CH2:48][C:49]2[CH:50]=[C:51]3[C:55](=[CH:56][CH:57]=2)[CH2:54][NH:53][CH2:52]3)[CH2:44][CH2:43]1. The catalyst is CN(C=O)C. The product is [CH2:13]([O:20][C:21]1[CH:29]=[C:28]([O:30][CH2:31][C:32]2[CH:33]=[CH:34][CH:35]=[CH:36][CH:37]=2)[C:27]([C:38]([CH3:40])=[CH2:39])=[CH:26][C:22]=1[C:23]([N:53]1[CH2:52][C:51]2[C:55](=[CH:56][CH:57]=[C:49]([CH2:48][N:45]3[CH2:46][CH2:47][N:42]([CH3:41])[CH2:43][CH2:44]3)[CH:50]=2)[CH2:54]1)=[O:24])[C:14]1[CH:15]=[CH:16][CH:17]=[CH:18][CH:19]=1. The yield is 0.770.